This data is from HIV replication inhibition screening data with 41,000+ compounds from the AIDS Antiviral Screen. The task is: Binary Classification. Given a drug SMILES string, predict its activity (active/inactive) in a high-throughput screening assay against a specified biological target. (1) The compound is CCOC(=O)C1(Cc2ccc(C)cc2)Cc2ccc(C)cc2C1=O. The result is 0 (inactive). (2) The drug is CC1CCN(Cc2cccnc2)CC1. The result is 0 (inactive). (3) The compound is C=CCNc1nc2c(N)ncnc2s1. The result is 0 (inactive). (4) The molecule is OC(c1nc2ccccc2s1)(C(F)(F)F)C(F)(F)F. The result is 0 (inactive). (5) The compound is CCCC[N+](CCCC)(CCCC)CCCC.Oc1nc(O)c2c([nH+]1)SC(=C1Sc3[nH+]c(O)nc(O)c3S1)S2. The result is 0 (inactive). (6) The compound is c1csc(-c2cc(-c3ccsc3)c(-c3cccs3)s2)c1. The result is 0 (inactive).